Task: Predict the reactants needed to synthesize the given product.. Dataset: Full USPTO retrosynthesis dataset with 1.9M reactions from patents (1976-2016) (1) The reactants are: [C:1]([O:5][C:6](=[O:15])[CH2:7][C:8]1[CH:13]=[CH:12][CH:11]=[C:10]([Br:14])[N:9]=1)([CH3:4])([CH3:3])[CH3:2].C1CCN2C(=NCCC2)CC1.C(NC1C=CC(S([N:40]=[N+:41]=[N-])(=O)=O)=CC=1)(=O)C. Given the product [C:1]([O:5][C:6]([C:7]1[N:40]=[N:41][N:9]2[C:10]([Br:14])=[CH:11][CH:12]=[CH:13][C:8]=12)=[O:15])([CH3:4])([CH3:2])[CH3:3], predict the reactants needed to synthesize it. (2) Given the product [O-:4][S:2]([C:5]([F:8])([F:7])[F:6])(=[O:3])=[O:1].[CH3:9][N:10]([CH3:23])[C:11]1[CH:12]=[C:13]2[C:18](=[CH:19][CH:20]=1)[N+:17]([CH3:21])=[C:16](/[CH:22]=[CH:35]/[C:32]1[S:33][CH:34]=[C:30]([C:24]3[CH:25]=[CH:26][CH:27]=[CH:28][CH:29]=3)[CH:31]=1)[CH:15]=[CH:14]2, predict the reactants needed to synthesize it. The reactants are: [O-:1][S:2]([C:5]([F:8])([F:7])[F:6])(=[O:4])=[O:3].[CH3:9][N:10]([CH3:23])[C:11]1[CH:12]=[C:13]2[C:18](=[CH:19][CH:20]=1)[N+:17]([CH3:21])=[C:16]([CH3:22])[CH:15]=[CH:14]2.[C:24]1([C:30]2[CH:31]=[C:32]([CH:35]=O)[S:33][CH:34]=2)[CH:29]=[CH:28][CH:27]=[CH:26][CH:25]=1.